From a dataset of Catalyst prediction with 721,799 reactions and 888 catalyst types from USPTO. Predict which catalyst facilitates the given reaction. (1) Reactant: Br[C:2]1[CH:7]=[CH:6][CH:5]=[CH:4][C:3]=1[O:8][CH3:9].[Mg].[B:11]([O:22]CCCC)([O:17]CCCC)[O:12]CCCC.[Cl-].[NH4+]. Product: [CH3:9][O:8][C:3]1[CH:4]=[CH:5][CH:6]=[CH:7][C:2]=1[O:12][B:11]([OH:22])[OH:17]. The catalyst class is: 7. (2) Reactant: [Cl:1][C:2]1[N:7]=[CH:6][C:5]([OH:8])=[CH:4][CH:3]=1.C1(P(C2C=CC=CC=2)C2C=CC=CC=2)C=CC=CC=1.[O:28]1[CH2:30][C@H:29]1[CH2:31]O.CCOC(/N=N/C(OCC)=O)=O. Product: [Cl:1][C:2]1[CH:3]=[CH:4][C:5]([O:8][CH2:31][C@@H:29]2[CH2:30][O:28]2)=[CH:6][N:7]=1. The catalyst class is: 1. (3) Reactant: [NH2:1][CH:2]([CH2:12][C:13]1[CH:18]=[CH:17][CH:16]=[C:15]([O:19][C:20]2[CH:25]=[CH:24][CH:23]=[CH:22][CH:21]=2)[CH:14]=1)[CH:3]([C:5]1[CH:10]=[CH:9][C:8]([F:11])=[CH:7][CH:6]=1)[OH:4].[F:26][C:27]1[C:36]2[C:31](=[CH:32][CH:33]=[CH:34][CH:35]=2)[C:30]([C:37](O)=[O:38])=[CH:29][CH:28]=1.Cl.C(N=C=NCCCN(C)C)C.ON1C2C=CC=CC=2N=N1. Product: [F:26][C:27]1[C:36]2[C:31](=[CH:32][CH:33]=[CH:34][CH:35]=2)[C:30]([C:37]([NH:1][CH:2]([CH2:12][C:13]2[CH:18]=[CH:17][CH:16]=[C:15]([O:19][C:20]3[CH:25]=[CH:24][CH:23]=[CH:22][CH:21]=3)[CH:14]=2)[CH:3]([C:5]2[CH:6]=[CH:7][C:8]([F:11])=[CH:9][CH:10]=2)[OH:4])=[O:38])=[CH:29][CH:28]=1. The catalyst class is: 47. (4) Reactant: [Li+].C[Si]([N-][Si](C)(C)C)(C)C.[CH3:11][N:12]1[CH2:17][CH2:16][N:15]([C:18]2[CH:32]=[CH:31][C:21]3[NH:22][C:23]([CH2:25][C:26]([O:28]CC)=O)=[N:24][C:20]=3[CH:19]=2)[CH2:14][CH2:13]1.[NH2:33][C:34]1[CH:35]=[N:36][CH:37]=[CH:38][C:39]=1[C:40]#[N:41]. Product: [NH2:41][C:40]1[C:39]2[C:34](=[CH:35][N:36]=[CH:37][CH:38]=2)[NH:33][C:26](=[O:28])[C:25]=1[C:23]1[NH:22][C:21]2[CH:31]=[CH:32][C:18]([N:15]3[CH2:14][CH2:13][N:12]([CH3:11])[CH2:17][CH2:16]3)=[CH:19][C:20]=2[N:24]=1. The catalyst class is: 1. (5) Reactant: [Cl:1][C:2]1[CH:3]=[C:4]([CH:8]=[CH:9][C:10]=1[O:11][CH:12]([CH3:14])[CH3:13])[C:5]([OH:7])=O.CCN=C=NCCCN(C)C.C1C=CC2N(O)N=NC=2C=1.[Br:36][C:37]1[C:38]([CH3:47])=[C:39]([C:43](=[NH:46])[NH:44]O)[CH:40]=[CH:41][CH:42]=1.CCCC[N+](CCCC)(CCCC)CCCC.[F-]. Product: [Br:36][C:37]1[C:38]([CH3:47])=[C:39]([C:43]2[N:44]=[C:5]([C:4]3[CH:8]=[CH:9][C:10]([O:11][CH:12]([CH3:14])[CH3:13])=[C:2]([Cl:1])[CH:3]=3)[O:7][N:46]=2)[CH:40]=[CH:41][CH:42]=1. The catalyst class is: 1. (6) Reactant: [NH4+].[N:2]#[C:3][S-:4].[OH:5][C:6]1[CH:7]=[C:8]([CH:10]=[CH:11][C:12]=1[O:13][CH3:14])[NH2:9]. Product: [OH:5][C:6]1[CH:7]=[C:8]([NH:9][C:3]([NH2:2])=[S:4])[CH:10]=[CH:11][C:12]=1[O:13][CH3:14]. The catalyst class is: 126. (7) Reactant: [CH3:1][C@@H:2]1[CH2:7][NH:6][CH2:5][C@H:4]([CH3:8])[NH:3]1.C(N(CC)CC)C.[C:16](Cl)(=[O:25])[O:17][CH2:18][C:19]1[CH:24]=[CH:23][CH:22]=[CH:21][CH:20]=1. Product: [CH3:8][C@H:4]1[NH:3][C@@H:2]([CH3:1])[CH2:7][N:6]([C:16]([O:17][CH2:18][C:19]2[CH:24]=[CH:23][CH:22]=[CH:21][CH:20]=2)=[O:25])[CH2:5]1. The catalyst class is: 2. (8) Reactant: [Br:1][C:2]1[CH:9]=[CH:8][C:5]([CH2:6]Br)=[CH:4][CH:3]=1.[CH3:10][C:11]1([CH3:17])[O:16][CH2:15][CH2:14][NH:13][CH2:12]1.C(=O)([O-])[O-].[K+].[K+]. Product: [Br:1][C:2]1[CH:9]=[CH:8][C:5]([CH2:6][N:13]2[CH2:14][CH2:15][O:16][C:11]([CH3:17])([CH3:10])[CH2:12]2)=[CH:4][CH:3]=1. The catalyst class is: 10.